Dataset: Experimentally validated miRNA-target interactions with 360,000+ pairs, plus equal number of negative samples. Task: Binary Classification. Given a miRNA mature sequence and a target amino acid sequence, predict their likelihood of interaction. (1) The protein sequence of the target gene is MAESPTEEAATAGAGAAGPGASSVAGVVGVSGSGGGFGPPFLPDVWAAAAAAGGAGGPGSGLAPLPGLPPSAAAHGAALLSHWDPTLSSDWDGERTAPQCLLRIKRDIMSIYKEPPPGMFVVPDTVDMTKIHALITGPFDTPYEGGFFLFVFRCPPDYPIHPPRVKLMTTGNNTVRFNPNFYRNGKVCLSILGTWTGPAWSPAQSISSVLISIQSLMTENPYHNEPGFEQERHPGDSKNYNECIRHETIRVAVCDMMEGKCPCPEPLRGVMEKSFLEYYDFYEVACKDRLHLQGQTMQDP.... The miRNA is hsa-miR-3202 with sequence UGGAAGGGAGAAGAGCUUUAAU. Result: 1 (interaction). (2) The miRNA is hcmv-miR-UL112-3p with sequence AAGUGACGGUGAGAUCCAGGCU. The protein sequence of the target gene is MATTAQYLPRGPGGGAGGTGPLMHPDAAAAAAAAAAAERLHAGAAYREVQKLMHHEWLGAGAGHPVGLAHPQWLPTGGGGGGDWAGGPHLEHGKAGGGGTGRADDGGGGGGFHARLVHQGAAHAGAAWAQGSTAHHLGPAMSPSPGASGGHQPQPLGLYAQAAYPGGGGGGLAGMLAAGGGGAGPGLHHALHEDGHEAQLEPSPPPHLGAHGHAHGHAHAGGLHAAAAHLHPGAGGGGSSVGEHSDEDAPSSDDLEQFAKQFKQRRIKLGFTQADVGLALGTLYGNVFSQTTICRFEALQ.... Result: 0 (no interaction). (3) The miRNA is cel-miR-1022-5p with sequence AAGAUCAUUGUUAGGACGCCAUC. The protein sequence of the target gene is MIPQVVTNETITTISPNGINFPQKDESQPTQQRQDSLKKHLKAEIKVIVAIQIMCAVTVLALGIILASVPPVPYFNSVFSVLLKSGYPFIGALFFIASGILSIITERKSTKPLVDASLTLNILSVSFAFVGIIIISVSLAGLHPASEQCKQSKELSLIEHDYYQPFYNSDRSECAVTKSILTGALSVMLIISVLELGLALLSAMLWLREGVLTSLRM. Result: 0 (no interaction). (4) The miRNA is hsa-miR-6747-3p with sequence UCCUGCCUUCCUCUGCACCAG. The protein sequence of the target gene is MPLGLKPTCSVCKTTSSSMWKKGAQGEILCHHCTGRGGAGSGGAGSGAAGGTGGSGGGGFGAATFASTSATPPQSNGGGGGKQSKQEIHRRSARLRNTKYKSAPAAEKKVSTKGKGRRHIFKLKNPIKAPESVSTIITAESIFYKGVYYQIGDVVSVIDEQDGKPYYAQIRGFIQDQYCEKSAALTWLIPTLSSPRDQFDPASYIIGPEEDLPRKMEYLEFVCHAPSEYFKSRSSPFPTVPTRPEKGYIWTHVGPTPAITIKESVANHL. Result: 1 (interaction). (5) The miRNA is mmu-miR-449a-5p with sequence UGGCAGUGUAUUGUUAGCUGGU. The protein sequence of the target gene is MMGPEDAGACSGRNAELLPVPGPMGQDGKTVPATSGFSGGAVAAEPPEEAGEEEAPPPRQLLQRYLAAAAGPLKPGLGGAEAEEAAAAAVPAARGSGMTNGDSGFLLRQDRRGPEEARRRRTCGRPCLLEPADEGVDGAGGLDDWAAPLEDPLRSCCLAAGDTDDPDPAAATPAGRAVESAEPSLGLPDARFGSRNTFEVSRRQSAGDLLPSAGPSAPLPAAEQGPGGTTARARRSGGFADFFARNLFPKRTKELKSVVHSAPGWKLFGKVPPRENLQKTSKIIQQEYEARTGRTCKAAP.... Result: 0 (no interaction). (6) Result: 0 (no interaction). The protein sequence of the target gene is MADAQNISLDSPGSVGAVAVPVVFALIFLLGTVGNGLVLAVLLQPGPSAWQEPGSTTDLFILNLAVADLCFILCCVPFQATIYTLDAWLFGALVCKAVHLLIYLTMYASSFTLAAVSVDRYLAVRHPLRSRALRTPRNARAAVGLVWLLAALFSAPYLSYYGTVRYGALELCVPAWEDARRRALDVATFAAGYLLPVAVVSLAYGRTLRFLWAAVGPAGAAAAEARRRATGRAGRAMLAVAALYALCWGPHHALILCFWYGRFAFSPATYACRLASHCLAYANSCLNPLVYALASRHFRA.... The miRNA is hsa-miR-193b-3p with sequence AACUGGCCCUCAAAGUCCCGCU. (7) The miRNA is dre-miR-9-5p with sequence UCUUUGGUUAUCUAGCUGUAUGA. The protein sequence of the target gene is MVAKDYPFYLTVKRANCSLEAPLGSGVAKDEEPSNKRVKPLSRVTSLANLIPPVKTTPLKRFSQTLQRSISFRSESRPDILAPRAWSRNATSSSTKRRDSKLWSETFDVCVNQVLTAKEIKRQEAIFELSQGEEDLIEDLKLAKKAYHDPMLKLSIMTEQELNQIFGTLDSLIPLHEELLSQLRDVRKPDGSTEHVGPILVGWLPCLSSYDSYCSNQVAAKALLDHKKQDHRVQDFLQRCLESPFSRKLDLWNFLDIPRSRLVKYPLLLREILRHTPNDNPDQQHLEEAINIIQGIVAEI.... Result: 0 (no interaction).